The task is: Predict the product of the given reaction.. This data is from Forward reaction prediction with 1.9M reactions from USPTO patents (1976-2016). (1) Given the reactants [C:1]1([C:25]2[CH:30]=[CH:29][CH:28]=[CH:27][CH:26]=2)[CH:6]=[CH:5][C:4]([CH2:7][C@@H:8]([NH:17][C:18](=[O:24])[C:19]([O:21]CC)=O)[CH2:9][C@@H:10]([CH3:16])[C:11]([O:13][CH2:14][CH3:15])=[O:12])=[CH:3][CH:2]=1.O.[NH2:32][NH2:33], predict the reaction product. The product is: [C:1]1([C:25]2[CH:26]=[CH:27][CH:28]=[CH:29][CH:30]=2)[CH:6]=[CH:5][C:4]([CH2:7][C@@H:8]([NH:17][C:18](=[O:24])[C:19]([NH:32][NH2:33])=[O:21])[CH2:9][C@@H:10]([CH3:16])[C:11]([O:13][CH2:14][CH3:15])=[O:12])=[CH:3][CH:2]=1. (2) Given the reactants F[C:2]1[CH:9]=[CH:8][C:5]([C:6]#[N:7])=[CH:4][C:3]=1[N+:10]([O-:12])=[O:11].[CH2:13]([NH2:18])[CH2:14][CH:15]([CH3:17])[CH3:16], predict the reaction product. The product is: [CH2:13]([NH:18][C:2]1[CH:9]=[CH:8][C:5]([C:6]#[N:7])=[CH:4][C:3]=1[N+:10]([O-:12])=[O:11])[CH2:14][CH:15]([CH3:17])[CH3:16]. (3) Given the reactants [F:1][C:2]1[CH:7]=[CH:6][C:5]([C:8](=[O:21])[CH2:9][C:10](=[NH:20])[NH:11][C:12]2[CH:17]=[CH:16][C:15]([O:18][CH3:19])=[CH:14][CH:13]=2)=[CH:4][CH:3]=1.[C:22](OC)(=[O:25])[C:23]#[CH:24], predict the reaction product. The product is: [NH2:20][C:10]1[N:11]([C:12]2[CH:17]=[CH:16][C:15]([O:18][CH3:19])=[CH:14][CH:13]=2)[C:22](=[O:25])[CH:23]=[CH:24][C:9]=1[C:8](=[O:21])[C:5]1[CH:4]=[CH:3][C:2]([F:1])=[CH:7][CH:6]=1. (4) Given the reactants Cl.[C:2]1([C@@H:8]2[CH2:10][C@H:9]2[NH2:11])[CH:7]=[CH:6][CH:5]=[CH:4][CH:3]=1.[S:12]1[CH2:18][C:16](=[O:17])[NH:15][C:13]1=S.C(N(C(C)C)CC)(C)C, predict the reaction product. The product is: [C:2]1([C@@H:8]2[CH2:10][C@H:9]2[NH:11][C:13]2[S:12][CH2:18][C:16](=[O:17])[N:15]=2)[CH:7]=[CH:6][CH:5]=[CH:4][CH:3]=1. (5) Given the reactants [C:1]([N:8]1[CH:13]([C:14](=[O:22])[C:15](=[O:21])[C:16]([CH3:20])([CH3:19])[CH2:17][CH3:18])[CH2:12][CH2:11][CH2:10][NH:9]1)(=[O:7])[CH2:2][CH2:3][CH2:4][C:5]#[CH:6].I[C:24]1[CH:25]=[N:26][CH:27]=[CH:28][CH:29]=1, predict the reaction product. The product is: [CH3:20][C:16]([CH3:19])([CH2:17][CH3:18])[C:15](=[O:21])[C:14]([CH:13]1[CH2:12][CH2:11][CH2:10][NH:9][N:8]1[C:1](=[O:7])[CH2:2][CH2:3][CH2:4][C:5]#[C:6][C:24]1[CH:25]=[N:26][CH:27]=[CH:28][CH:29]=1)=[O:22]. (6) The product is: [C:10]([O:7][CH2:6][C:5]1[CH:8]=[CH:9][C:2]([OH:1])=[CH:3][CH:4]=1)(=[O:18])[CH2:11][CH2:12][CH2:13][CH2:14][CH2:15][CH2:16][CH3:17]. Given the reactants [OH:1][C:2]1[CH:9]=[CH:8][C:5]([CH2:6][OH:7])=[CH:4][CH:3]=1.[C:10](O)(=[O:18])[CH2:11][CH2:12][CH2:13][CH2:14][CH2:15][CH2:16][CH3:17], predict the reaction product. (7) Given the reactants [C:1]1([OH:7])[CH:6]=[CH:5][CH:4]=[CH:3][CH:2]=1.[H-].[Na+].Br[CH2:11][C:12]1[CH:13]=[N:14][C:15]2[C:20]([C:21]=1[C:22]1[CH:27]=[CH:26][CH:25]=[CH:24][CH:23]=1)=[CH:19][CH:18]=[CH:17][C:16]=2[C:28]([F:31])([F:30])[F:29].O, predict the reaction product. The product is: [O:7]([CH2:11][C:12]1[CH:13]=[N:14][C:15]2[C:20]([C:21]=1[C:22]1[CH:27]=[CH:26][CH:25]=[CH:24][CH:23]=1)=[CH:19][CH:18]=[CH:17][C:16]=2[C:28]([F:31])([F:29])[F:30])[C:1]1[CH:6]=[CH:5][CH:4]=[CH:3][CH:2]=1.